The task is: Predict which catalyst facilitates the given reaction.. This data is from Catalyst prediction with 721,799 reactions and 888 catalyst types from USPTO. Reactant: C(OC(=O)[NH:7][CH2:8][C@H:9]1[CH2:14][CH2:13][C@H:12]([O:15][C:16]2[C:25]3[C:20](=[C:21]([F:26])[CH:22]=[CH:23][CH:24]=3)[N:19]=[CH:18][CH:17]=2)[CH2:11][CH2:10]1)(C)(C)C.FC(F)(F)C(O)=O. Product: [F:26][C:21]1[CH:22]=[CH:23][CH:24]=[C:25]2[C:20]=1[N:19]=[CH:18][CH:17]=[C:16]2[O:15][C@H:12]1[CH2:11][CH2:10][C@H:9]([CH2:8][NH2:7])[CH2:14][CH2:13]1. The catalyst class is: 4.